Dataset: Full USPTO retrosynthesis dataset with 1.9M reactions from patents (1976-2016). Task: Predict the reactants needed to synthesize the given product. (1) Given the product [N:7]1[CH:2]=[CH:3][CH:4]=[CH:5][C:6]=1[C:8]1([CH:12]2[C:21]3[C:16](=[CH:17][CH:18]=[C:19]([OH:22])[CH:20]=3)[CH2:15][CH2:14][NH:13]2)[CH2:9][CH2:10][CH2:11]1, predict the reactants needed to synthesize it. The reactants are: Cl[C:2]1[N:7]=[C:6]([C:8]2([C:12]3[C:21]4[C:16](=[CH:17][CH:18]=[C:19]([OH:22])[CH:20]=4)[CH2:15][CH2:14][N:13]=3)[CH2:11][CH2:10][CH2:9]2)[CH:5]=[CH:4][CH:3]=1. (2) Given the product [CH3:12][C:8]1[NH:22][N:21]=[C:6]([C:5]2[CH:4]=[CH:3][C:2]([OH:1])=[CH:11][C:10]=2[OH:9])[C:7]=1[C:13]1[CH:18]=[CH:17][CH:16]=[CH:15][CH:14]=1, predict the reactants needed to synthesize it. The reactants are: [OH:1][C:2]1[CH:11]=[C:10]2[C:5]([C:6](=O)[C:7]([C:13]3[CH:18]=[CH:17][CH:16]=[CH:15][CH:14]=3)=[C:8]([CH3:12])[O:9]2)=[CH:4][CH:3]=1.O.[NH2:21][NH2:22]. (3) Given the product [ClH:57].[ClH:57].[F:47][C:44]([F:45])([F:46])[C:42]1[CH:41]=[C:5]([CH:4]=[C:3]([C:2]([F:48])([F:1])[F:49])[CH:43]=1)[C:6]([N:8]1[CH2:13][CH2:12][N:11]([CH2:14][C:15]#[C:16][C:17]2[CH:18]=[N:19][C:20]([NH2:23])=[CH:21][CH:22]=2)[CH2:10][C@H:9]1[CH2:31][C:32]1[C:40]2[C:35](=[CH:36][CH:37]=[CH:38][CH:39]=2)[NH:34][CH:33]=1)=[O:7], predict the reactants needed to synthesize it. The reactants are: [F:1][C:2]([F:49])([F:48])[C:3]1[CH:4]=[C:5]([CH:41]=[C:42]([C:44]([F:47])([F:46])[F:45])[CH:43]=1)[C:6]([N:8]1[CH2:13][CH2:12][N:11]([CH2:14][C:15]#[C:16][C:17]2[CH:18]=[N:19][C:20]([NH:23]C(OC(C)(C)C)=O)=[CH:21][CH:22]=2)[CH2:10][C@H:9]1[CH2:31][C:32]1[C:40]2[C:35](=[CH:36][CH:37]=[CH:38][CH:39]=2)[NH:34][CH:33]=1)=[O:7].FC(F)(F)C(O)=O.[ClH:57]. (4) Given the product [CH2:1]([C:8]1[CH:26]=[CH:25][C:11]([CH2:12][N:13]([C:14]2[CH:15]=[CH:16][C:17]([OH:24])=[C:18]([CH:23]=2)[C:19]([O:21][CH3:22])=[O:20])[C:38](=[O:39])[C:37]2[CH:41]=[CH:42][CH:34]=[CH:35][CH:36]=2)=[CH:10][CH:9]=1)[CH2:2][CH2:3][CH2:4][CH2:5][CH2:6][CH3:7], predict the reactants needed to synthesize it. The reactants are: [CH2:1]([C:8]1[CH:26]=[CH:25][C:11]([CH2:12][NH:13][C:14]2[CH:15]=[CH:16][C:17]([OH:24])=[C:18]([CH:23]=2)[C:19]([O:21][CH3:22])=[O:20])=[CH:10][CH:9]=1)[CH2:2][CH2:3][CH2:4][CH2:5][CH2:6][CH3:7].O([C:34]1[CH:42]=[CH:41][C:37]([C:38](Cl)=[O:39])=[CH:36][CH:35]=1)C1C=CC=CC=1.C1(C2C=CC(CN(C3C=CC(O)=C(C=3)C(OC)=O)C(=O)C3C=CC(OC4C=CC=CC=4)=CC=3)=CC=2)CCCCC1. (5) Given the product [Cl:1][C:2]1[CH:3]=[CH:4][C:5](/[CH:6]=[CH:7]/[C:8]2[CH:13]=[CH:12][N:11]([C:24]3[CH:25]=[CH:26][C:21]([O:20][CH2:19][C:18]([OH:17])([CH3:33])[CH3:32])=[C:22]([O:30][CH3:31])[CH:23]=3)[C:10](=[O:14])[N:9]=2)=[CH:15][CH:16]=1, predict the reactants needed to synthesize it. The reactants are: [Cl:1][C:2]1[CH:16]=[CH:15][C:5](/[CH:6]=[CH:7]/[C:8]2[CH:13]=[CH:12][NH:11][C:10](=[O:14])[N:9]=2)=[CH:4][CH:3]=1.[OH:17][C:18]([CH3:33])([CH3:32])[CH2:19][O:20][C:21]1[CH:26]=[CH:25][C:24](B(O)O)=[CH:23][C:22]=1[O:30][CH3:31].CN(C)CCN(C)C.B(O)O.O.CO.FC(C(O)=O)(F)F. (6) Given the product [F:49][C:33]([F:32])([S:45]([O-:48])(=[O:46])=[O:47])[CH:34]([O:39][C:40](=[O:44])[C:41]([CH3:43])=[CH2:42])[C:35]([F:36])([F:38])[F:37].[OH:12][C:13]1[CH:18]=[CH:17][C:16]([S+:19]([C:26]2[CH:27]=[CH:28][CH:29]=[CH:30][CH:31]=2)[C:20]2[CH:25]=[CH:24][CH:23]=[CH:22][CH:21]=2)=[CH:15][CH:14]=1, predict the reactants needed to synthesize it. The reactants are: CC1C=CC(S([O-])(=O)=O)=CC=1.[OH:12][C:13]1[CH:18]=[CH:17][C:16]([S+:19]([C:26]2[CH:31]=[CH:30][CH:29]=[CH:28][CH:27]=2)[C:20]2[CH:25]=[CH:24][CH:23]=[CH:22][CH:21]=2)=[CH:15][CH:14]=1.[F:32][C:33]([F:49])([S:45]([O-:48])(=[O:47])=[O:46])[CH:34]([O:39][C:40](=[O:44])[C:41]([CH3:43])=[CH2:42])[C:35]([F:38])([F:37])[F:36].C([NH+](CC)CC)C. (7) The reactants are: [F:1][C:2]1[CH:3]=[C:4]([C:21]2[CH2:25][CH:24]([CH2:26][N:27]([C:35]3[CH:39]=[CH:38][O:37][N:36]=3)C(OC(C)(C)C)=O)[O:23][N:22]=2)[CH:5]=[CH:6][C:7]=1[C:8]1[CH2:13][CH2:12][N:11](C(OC(C)(C)C)=O)[CH2:10][CH:9]=1.[ClH:40]. Given the product [ClH:40].[F:1][C:2]1[CH:3]=[C:4]([C:21]2[CH2:25][CH:24]([CH2:26][NH:27][C:35]3[CH:39]=[CH:38][O:37][N:36]=3)[O:23][N:22]=2)[CH:5]=[CH:6][C:7]=1[C:8]1[CH2:13][CH2:12][NH:11][CH2:10][CH:9]=1, predict the reactants needed to synthesize it. (8) Given the product [C:9]([O:12][CH2:2][CH2:3][C:4]([F:8])=[C:5]([F:7])[F:6])(=[O:11])[CH3:10], predict the reactants needed to synthesize it. The reactants are: Br[CH2:2][CH2:3][C:4]([F:8])=[C:5]([F:7])[F:6].[C:9]([O-:12])(=[O:11])[CH3:10].[Na+].O. (9) Given the product [CH3:1][CH:2]1[O:7][C:6]2[CH:8]=[CH:9][C:10]([N+:12]([O-:14])=[O:13])=[CH:11][C:5]=2[NH:4][CH2:3]1, predict the reactants needed to synthesize it. The reactants are: [CH3:1][CH:2]1[O:7][C:6]2[CH:8]=[CH:9][C:10]([N+:12]([O-:14])=[O:13])=[CH:11][C:5]=2[NH:4][C:3]1=O.CO.Cl.